Predict the reactants needed to synthesize the given product. From a dataset of Full USPTO retrosynthesis dataset with 1.9M reactions from patents (1976-2016). (1) The reactants are: [CH:1]1([N:4]([CH:20]2[CH2:25][CH2:24][NH:23][CH2:22][CH2:21]2)[C:5](=[O:19])[C:6]2[CH:11]=[CH:10][C:9]([C@@:12]([OH:18])([CH3:17])[C:13]([F:16])([F:15])[F:14])=[CH:8][CH:7]=2)[CH2:3][CH2:2]1.Br[C:27]1[CH:32]=[CH:31][CH:30]=[CH:29][CH:28]=1.C(O[Na])(C)(C)C.CCOC(C)=O. Given the product [CH:1]1([N:4]([CH:20]2[CH2:21][CH2:22][N:23]([C:27]3[CH:32]=[CH:31][CH:30]=[CH:29][CH:28]=3)[CH2:24][CH2:25]2)[C:5](=[O:19])[C:6]2[CH:11]=[CH:10][C:9]([C@@:12]([OH:18])([CH3:17])[C:13]([F:16])([F:15])[F:14])=[CH:8][CH:7]=2)[CH2:2][CH2:3]1, predict the reactants needed to synthesize it. (2) Given the product [CH3:50][O:51][C:52](=[O:60])[CH2:53][CH:54]1[CH2:59][CH2:58][CH2:57][CH2:56][N:55]1[C:14]([C:9]1[N:10]=[C:11]([CH3:13])[S:12][C:8]=1[C:5]1[CH:4]=[CH:3][C:2]([F:1])=[CH:7][CH:6]=1)=[O:16], predict the reactants needed to synthesize it. The reactants are: [F:1][C:2]1[CH:7]=[CH:6][C:5]([C:8]2[S:12][C:11]([CH3:13])=[N:10][C:9]=2[C:14]([OH:16])=O)=[CH:4][CH:3]=1.C(N(CC)C(C)C)(C)C.CN(C(ON1N=NC2C=CC=NC1=2)=[N+](C)C)C.F[P-](F)(F)(F)(F)F.[CH3:50][O:51][C:52](=[O:60])[CH2:53][CH:54]1[CH2:59][CH2:58][CH2:57][CH2:56][NH:55]1. (3) The reactants are: [C:1]([C:5]1[NH:9][C:8]([N+:10]([O-:12])=[O:11])=[C:7]([C:13]([O:15]C)=[O:14])[CH:6]=1)([CH3:4])([CH3:3])[CH3:2].[OH-].[K+].Cl. Given the product [C:1]([C:5]1[NH:9][C:8]([N+:10]([O-:12])=[O:11])=[C:7]([C:13]([OH:15])=[O:14])[CH:6]=1)([CH3:4])([CH3:2])[CH3:3], predict the reactants needed to synthesize it. (4) Given the product [CH3:22][S:23][CH2:2][C:3]([NH:5][C:6]1[CH:11]=[CH:10][CH:9]=[C:8]([C:12]2[CH:21]=[N:20][C:19]3[C:14](=[CH:15][CH:16]=[CH:17][CH:18]=3)[N:13]=2)[CH:7]=1)=[O:4], predict the reactants needed to synthesize it. The reactants are: Br[CH2:2][C:3]([NH:5][C:6]1[CH:11]=[CH:10][CH:9]=[C:8]([C:12]2[CH:21]=[N:20][C:19]3[C:14](=[CH:15][CH:16]=[CH:17][CH:18]=3)[N:13]=2)[CH:7]=1)=[O:4].[CH3:22][S-:23].[Na+]. (5) Given the product [N:3]1[CH:4]=[CH:5][CH:6]=[N:1][C:2]=1[C:7]1([C:17]([OH:22])=[O:19])[CH2:8][CH2:9][C:10]2([O:11][CH2:12][CH2:13][O:14]2)[CH2:15][CH2:16]1, predict the reactants needed to synthesize it. The reactants are: [N:1]1[CH:6]=[CH:5][CH:4]=[N:3][C:2]=1[C:7]1([C:17]#N)[CH2:16][CH2:15][C:10]2([O:14][CH2:13][CH2:12][O:11]2)[CH2:9][CH2:8]1.[OH-:19].[Na+].C[OH:22].Cl. (6) Given the product [CH3:14][Si:13]([C:12]#[C:11][C:25]1[CH:24]=[CH:23][C:20]([CH:21]=[O:22])=[CH:19][C:18]=1[F:17])([CH3:16])[CH3:15], predict the reactants needed to synthesize it. The reactants are: CN(CC1C=CC([C:11]#[C:12][Si:13]([CH3:16])([CH3:15])[CH3:14])=CC=1)C.[F:17][C:18]1[CH:19]=[C:20]([CH:23]=[CH:24][C:25]=1Br)[CH:21]=[O:22].